From a dataset of CYP2C9 inhibition data for predicting drug metabolism from PubChem BioAssay. Regression/Classification. Given a drug SMILES string, predict its absorption, distribution, metabolism, or excretion properties. Task type varies by dataset: regression for continuous measurements (e.g., permeability, clearance, half-life) or binary classification for categorical outcomes (e.g., BBB penetration, CYP inhibition). Dataset: cyp2c9_veith. (1) The drug is N[C@]1(C(=O)O)CCc2cc(C(=O)O)ccc21. The result is 0 (non-inhibitor). (2) The drug is CC(=O)NCCNc1nc(-c2ccccc2CN(C)C)nc2ccccc12. The result is 0 (non-inhibitor). (3) The molecule is Cc1ccc(NC(=O)CN2C(=O)S/C(=C\c3cccn3C)C2=O)cc1. The result is 0 (non-inhibitor).